This data is from Peptide-MHC class II binding affinity with 134,281 pairs from IEDB. The task is: Regression. Given a peptide amino acid sequence and an MHC pseudo amino acid sequence, predict their binding affinity value. This is MHC class II binding data. The peptide sequence is EMGANLCVERVLDCR. The MHC is DRB4_0103 with pseudo-sequence DRB4_0103. The binding affinity (normalized) is 0.580.